The task is: Predict the product of the given reaction.. This data is from Forward reaction prediction with 1.9M reactions from USPTO patents (1976-2016). (1) Given the reactants [CH:1]([N:4]1[C:9](=[O:10])[C:8]2[CH:11]=[CH:12][S:13][C:7]=2[C:6]([C:14]2[CH:19]=[CH:18][C:17]([O:20]C)=[CH:16][CH:15]=2)=[N:5]1)([CH3:3])[CH3:2].B(Br)(Br)Br, predict the reaction product. The product is: [OH:20][C:17]1[CH:16]=[CH:15][C:14]([C:6]2[C:7]3[S:13][CH:12]=[CH:11][C:8]=3[C:9](=[O:10])[N:4]([CH:1]([CH3:3])[CH3:2])[N:5]=2)=[CH:19][CH:18]=1. (2) Given the reactants Cl[C:2]1[N:7]=[C:6]([O:8][C:9]2[CH:36]=[CH:35][CH:34]=[CH:33][C:10]=2[CH2:11][NH:12][C:13]([NH:15][C:16]2[N:20]([C:21]3[CH:26]=[CH:25][C:24]([CH3:27])=[CH:23][CH:22]=3)[N:19]=[C:18]([C:28]([CH2:31][CH3:32])([CH3:30])[CH3:29])[CH:17]=2)=[O:14])[CH:5]=[CH:4][N:3]=1.[NH:37]1[CH2:42][CH2:41][O:40][CH2:39][CH2:38]1, predict the reaction product. The product is: [O:40]1[CH2:41][CH2:42][N:37]([C:2]2[N:7]=[C:6]([O:8][C:9]3[CH:36]=[CH:35][CH:34]=[CH:33][C:10]=3[CH2:11][NH:12][C:13]([NH:15][C:16]3[N:20]([C:21]4[CH:22]=[CH:23][C:24]([CH3:27])=[CH:25][CH:26]=4)[N:19]=[C:18]([C:28]([CH2:31][CH3:32])([CH3:29])[CH3:30])[CH:17]=3)=[O:14])[CH:5]=[CH:4][N:3]=2)[CH2:38][CH2:39]1. (3) Given the reactants [CH3:1][C:2]1([CH3:22])[CH2:11][CH2:10][C:9]([CH3:13])([CH3:12])[C:8]2[CH:7]=[C:6]([C@@H:14]([CH2:17][CH2:18][CH2:19][CH2:20][CH3:21])[CH2:15][OH:16])[CH:5]=[CH:4][C:3]1=2.C1(P(C2C=CC=CC=2)C2C=CC=CC=2)C=CC=CC=1.O[C:43]1[CH:52]=[CH:51][C:46]([C:47]([O:49][CH3:50])=[O:48])=[CH:45][CH:44]=1.N(C(OCC)=O)=NC(OCC)=O, predict the reaction product. The product is: [CH3:1][C:2]1([CH3:22])[CH2:11][CH2:10][C:9]([CH3:12])([CH3:13])[C:8]2[CH:7]=[C:6]([C@@H:14]([CH2:17][CH2:18][CH2:19][CH2:20][CH3:21])[CH2:15][O:16][C:43]3[CH:52]=[CH:51][C:46]([C:47]([O:49][CH3:50])=[O:48])=[CH:45][CH:44]=3)[CH:5]=[CH:4][C:3]1=2. (4) Given the reactants [H-].[H-].[H-].[H-].[Li+].[Al+3].[CH2:7]([O:14][CH2:15][CH:16]1[CH2:20][N:19]([S:21]([CH3:24])(=[O:23])=[O:22])[CH2:18][CH:17]1[CH2:25][S:26]C(=O)C)[C:8]1[CH:13]=[CH:12][CH:11]=[CH:10][CH:9]=1.O.Cl, predict the reaction product. The product is: [CH2:7]([O:14][CH2:15][CH:16]1[CH2:20][N:19]([S:21]([CH3:24])(=[O:23])=[O:22])[CH2:18][CH:17]1[CH2:25][SH:26])[C:8]1[CH:13]=[CH:12][CH:11]=[CH:10][CH:9]=1. (5) Given the reactants CS(O[CH2:6][C@H:7]([NH:9][C:10]([O:12][C:13]([CH3:16])([CH3:15])[CH3:14])=[O:11])[CH3:8])(=O)=O.C(=O)([O-])[O-].[Cs+].[Cs+].[CH2:23]([NH:26][CH2:27][CH2:28][CH3:29])[CH2:24][CH3:25], predict the reaction product. The product is: [C:13]([O:12][C:10](=[O:11])[NH:9][C@H:7]([CH3:8])[CH2:6][N:26]([CH2:27][CH2:28][CH3:29])[CH2:23][CH2:24][CH3:25])([CH3:16])([CH3:15])[CH3:14]. (6) Given the reactants [CH3:1][N:2]1[CH:6]=[CH:5][N:4]=[C:3]1[CH2:7][O:8][C:9]1[CH:10]=[C:11]([O:21][C:22]2[CH:27]=[CH:26][C:25]([S:28]([CH3:31])(=[O:30])=[O:29])=[CH:24][CH:23]=2)[CH:12]=[C:13]2[C:17]=1[NH:16][C:15]([C:18](O)=[O:19])=[CH:14]2.Cl.C[N:34](C)CCCN=C=NCC.[NH4+].ON1C2C=CC=CC=2N=N1.CN(C)C=O, predict the reaction product. The product is: [CH3:1][N:2]1[CH:6]=[CH:5][N:4]=[C:3]1[CH2:7][O:8][C:9]1[CH:10]=[C:11]([O:21][C:22]2[CH:27]=[CH:26][C:25]([S:28]([CH3:31])(=[O:29])=[O:30])=[CH:24][CH:23]=2)[CH:12]=[C:13]2[C:17]=1[NH:16][C:15]([C:18]([NH2:34])=[O:19])=[CH:14]2. (7) Given the reactants [CH3:1][CH2:2][C@@H:3]([C@@H:5]1[NH:29][C:27](=[O:28])[C@H:26]([CH2:30][C:31]2[CH:36]=[CH:35][C:34]([OH:37])=[CH:33][CH:32]=2)[NH:25][C:23](=[O:24])[C@@H:22]([NH2:38])[CH2:21][S:20][S:19][CH2:18][C@@H:17]([C:39]([N:41]2[C@H:45]([C:46]([NH:48][C@H:49]([C:54]([NH:56][CH2:57][C:58]([NH2:60])=[O:59])=[O:55])[CH2:50][CH:51]([CH3:53])[CH3:52])=[O:47])[CH2:44][CH2:43][CH2:42]2)=[O:40])[NH:16][C:14](=[O:15])[C@H:13]([CH2:61][C:62]([NH2:64])=[O:63])[NH:12][C:10](=[O:11])[C@H:9]([CH2:65][CH2:66][C:67]([NH2:69])=[O:68])[NH:8][C:6]1=[O:7])[CH3:4].CC(O)=O, predict the reaction product. The product is: [CH3:1][CH2:2][C@@H:3]([C@@H:5]1[NH:29][C:27](=[O:28])[C@H:26]([CH2:30][C:31]2[CH:36]=[CH:35][C:34]([OH:37])=[CH:33][CH:32]=2)[NH:25][C:23](=[O:24])[C@@H:22]([NH2:38])[CH2:21][S:20][S:19][CH2:18][C@@H:17]([C:39]([N:41]2[C@H:45]([C:46]([NH:48][C@H:49]([C:54]([NH:56][CH2:57][C:58]([NH2:60])=[O:59])=[O:55])[CH2:50][CH:51]([CH3:53])[CH3:52])=[O:47])[CH2:44][CH2:43][CH2:42]2)=[O:40])[NH:16][C:14](=[O:15])[C@H:13]([CH2:61][C:62]([NH2:64])=[O:63])[NH:12][C:10](=[O:11])[C@H:9]([CH2:65][CH2:66][C:67]([NH2:69])=[O:68])[NH:8][C:6]1=[O:7])[CH3:4]. (8) Given the reactants [Br:1]N1C(=O)CCC1=O.[NH2:9][C:10]1[C:15]([C:16]2[O:17][C:18]3[C:19](=[C:21]([C:25]#[N:26])[CH:22]=[CH:23][CH:24]=3)[N:20]=2)=[CH:14][CH:13]=[CH:12][N:11]=1, predict the reaction product. The product is: [NH2:9][C:10]1[C:15]([C:16]2[O:17][C:18]3[C:19](=[C:21]([C:25]#[N:26])[CH:22]=[CH:23][CH:24]=3)[N:20]=2)=[CH:14][C:13]([Br:1])=[CH:12][N:11]=1. (9) Given the reactants F[C:2]1[CH:7]=[C:6]([F:8])[CH:5]=[CH:4][C:3]=1[C:9]1[N:14]=[CH:13][N:12]=[C:11]([NH:15][C:16]2[CH:21]=[CH:20][CH:19]=[C:18]([CH2:22][S:23]([CH3:26])(=[O:25])=[O:24])[CH:17]=2)[N:10]=1.[CH:27]1([OH:32])[CH2:31][CH2:30][CH2:29][CH2:28]1, predict the reaction product. The product is: [CH:27]1([O:32][C:2]2[CH:7]=[C:6]([F:8])[CH:5]=[CH:4][C:3]=2[C:9]2[N:14]=[CH:13][N:12]=[C:11]([NH:15][C:16]3[CH:21]=[CH:20][CH:19]=[C:18]([CH2:22][S:23]([CH3:26])(=[O:25])=[O:24])[CH:17]=3)[N:10]=2)[CH2:31][CH2:30][CH2:29][CH2:28]1.